This data is from Full USPTO retrosynthesis dataset with 1.9M reactions from patents (1976-2016). The task is: Predict the reactants needed to synthesize the given product. (1) Given the product [Cl:1][C:2]1[CH:7]=[CH:6][C:5]([C@@:8]2([CH3:36])[C@:12]([C:14]3[CH:19]=[CH:18][C:17]([Cl:20])=[CH:16][CH:15]=3)([CH3:13])[N:11]([C:21]([N:40]3[CH2:41][CH2:42][NH:37][C:38](=[O:43])[CH2:39]3)=[O:22])[C:10]([C:24]3[CH:29]=[CH:28][C:27]([O:30][CH3:31])=[CH:26][C:25]=3[O:32][CH:33]([CH3:34])[CH3:35])=[N:9]2)=[CH:4][CH:3]=1, predict the reactants needed to synthesize it. The reactants are: [Cl:1][C:2]1[CH:7]=[CH:6][C:5]([C:8]2([CH3:36])[C:12]([C:14]3[CH:19]=[CH:18][C:17]([Cl:20])=[CH:16][CH:15]=3)([CH3:13])[N:11]([C:21](Cl)=[O:22])[C:10]([C:24]3[CH:29]=[CH:28][C:27]([O:30][CH3:31])=[CH:26][C:25]=3[O:32][CH:33]([CH3:35])[CH3:34])=[N:9]2)=[CH:4][CH:3]=1.[NH:37]1[CH2:42][CH2:41][NH:40][CH2:39][C:38]1=[O:43]. (2) Given the product [ClH:1].[C:19]([C:23]1[CH:24]=[CH:25][C:26]([NH:27][C:2]2[C:11]3[C:6](=[CH:7][C:8]([C:12]4[C:17]([CH3:18])=[CH:16][CH:15]=[CH:14][N:13]=4)=[CH:9][CH:10]=3)[CH:5]=[N:4][N:3]=2)=[CH:28][CH:29]=1)([CH3:22])([CH3:20])[CH3:21], predict the reactants needed to synthesize it. The reactants are: [Cl:1][C:2]1[C:11]2[C:6](=[CH:7][C:8]([C:12]3[C:17]([CH3:18])=[CH:16][CH:15]=[CH:14][N:13]=3)=[CH:9][CH:10]=2)[CH:5]=[N:4][N:3]=1.[C:19]([C:23]1[CH:29]=[CH:28][C:26]([NH2:27])=[CH:25][CH:24]=1)([CH3:22])([CH3:21])[CH3:20]. (3) Given the product [Br:15][C:8]1[C:7](=[O:11])[C:6]([C:12]([OH:14])=[O:13])=[CH:5][N:4]([CH:1]([CH3:3])[CH3:2])[C:9]=1[CH3:10], predict the reactants needed to synthesize it. The reactants are: [CH:1]([N:4]1[C:9]([CH3:10])=[CH:8][C:7](=[O:11])[C:6]([C:12]([OH:14])=[O:13])=[CH:5]1)([CH3:3])[CH3:2].[Br:15]Br.ClCCl. (4) Given the product [Cl:20][C:11]1[N:12]=[C:13]([N:14]2[CH2:19][CH2:18][O:17][CH2:16][CH2:15]2)[C:8]2[O:7][CH:4]([CH:1]3[CH2:3][CH2:2]3)[CH2:5][O:6][C:9]=2[N:10]=1, predict the reactants needed to synthesize it. The reactants are: [CH:1]1([CH:4]([O:7][C:8]2[C:9](Cl)=[N:10][C:11]([Cl:20])=[N:12][C:13]=2[N:14]2[CH2:19][CH2:18][O:17][CH2:16][CH2:15]2)[CH2:5][OH:6])[CH2:3][CH2:2]1.[H-].[Na+]. (5) Given the product [Br:35][C:36]1[CH:37]=[CH:38][C:39]([OH:42])=[C:40]([C:10]2([OH:17])[C:11]3[C:16](=[CH:15][CH:14]=[CH:13][CH:12]=3)[N:8]([CH:7]([C:1]3[CH:2]=[CH:3][CH:4]=[CH:5][CH:6]=3)[C:19]3[CH:24]=[CH:23][CH:22]=[CH:21][CH:20]=3)[C:9]2=[O:18])[CH:41]=1, predict the reactants needed to synthesize it. The reactants are: [C:1]1([CH:7]([C:19]2[CH:24]=[CH:23][CH:22]=[CH:21][CH:20]=2)[N:8]2[C:16]3[C:11](=[CH:12][CH:13]=[CH:14][CH:15]=3)[C:10](=[O:17])[C:9]2=[O:18])[CH:6]=[CH:5][CH:4]=[CH:3][CH:2]=1.O1C2C=CC(O)=CC=2OC1.[Br:35][C:36]1[CH:41]=[CH:40][C:39]([OH:42])=[CH:38][CH:37]=1.